From a dataset of NCI-60 drug combinations with 297,098 pairs across 59 cell lines. Regression. Given two drug SMILES strings and cell line genomic features, predict the synergy score measuring deviation from expected non-interaction effect. (1) Drug 1: C1CN(CCN1C(=O)CCBr)C(=O)CCBr. Drug 2: COC1=C2C(=CC3=C1OC=C3)C=CC(=O)O2. Cell line: OVCAR-4. Synergy scores: CSS=8.18, Synergy_ZIP=-2.69, Synergy_Bliss=-3.43, Synergy_Loewe=-5.50, Synergy_HSA=-2.92. (2) Drug 1: C1=CC(=CC=C1CC(C(=O)O)N)N(CCCl)CCCl.Cl. Drug 2: CC1=CC=C(C=C1)C2=CC(=NN2C3=CC=C(C=C3)S(=O)(=O)N)C(F)(F)F. Cell line: TK-10. Synergy scores: CSS=-0.456, Synergy_ZIP=-0.335, Synergy_Bliss=-1.91, Synergy_Loewe=-6.12, Synergy_HSA=-5.81.